From a dataset of Forward reaction prediction with 1.9M reactions from USPTO patents (1976-2016). Predict the product of the given reaction. (1) The product is: [F:24][C:4]1[CH:3]=[C:2]([NH:1][C:35]([NH:34][C:32](=[O:33])[CH2:31][C:25]2[CH:26]=[CH:27][CH:28]=[CH:29][CH:30]=2)=[S:36])[CH:23]=[CH:22][C:5]=1[O:6][C:7]1[CH:12]=[CH:11][N:10]=[C:9]([NH:13][C:14]([N:16]2[CH2:17][CH2:18][O:19][CH2:20][CH2:21]2)=[O:15])[CH:8]=1. Given the reactants [NH2:1][C:2]1[CH:23]=[CH:22][C:5]([O:6][C:7]2[CH:12]=[CH:11][N:10]=[C:9]([NH:13][C:14]([N:16]3[CH2:21][CH2:20][O:19][CH2:18][CH2:17]3)=[O:15])[CH:8]=2)=[C:4]([F:24])[CH:3]=1.[C:25]1([CH2:31][C:32]([N:34]=[C:35]=[S:36])=[O:33])[CH:30]=[CH:29][CH:28]=[CH:27][CH:26]=1, predict the reaction product. (2) Given the reactants [F:1][C:2]1[CH:7]=[C:6]([N+:8]([O-])=O)[CH:5]=[CH:4][C:3]=1[N:11]1[CH2:15][CH2:14][CH2:13][C:12]1=[O:16], predict the reaction product. The product is: [NH2:8][C:6]1[CH:5]=[CH:4][C:3]([N:11]2[CH2:15][CH2:14][CH2:13][C:12]2=[O:16])=[C:2]([F:1])[CH:7]=1. (3) Given the reactants [C:1]1([CH2:7][CH2:8][CH2:9][OH:10])[CH:6]=[CH:5][CH:4]=[CH:3][CH:2]=1.[C:11](O)(=[O:20])[CH2:12][CH2:13][C:14]1[CH:19]=[CH:18][CH:17]=[CH:16][CH:15]=1.[OH-].[K+], predict the reaction product. The product is: [C:9]([O:20][CH2:11][CH2:12][CH2:13][C:14]1[CH:19]=[CH:18][CH:17]=[CH:16][CH:15]=1)(=[O:10])[CH2:8][CH2:7][C:1]1[CH:6]=[CH:5][CH:4]=[CH:3][CH:2]=1. (4) Given the reactants C([N:8]1[CH2:13][CH2:12][C:11](=[O:14])[C:10]([CH3:16])([CH3:15])[CH2:9]1)C1C=CC=CC=1.[C:17](=[O:28])([O:23][C:24]([CH3:27])([CH3:26])[CH3:25])OC(C)(C)C.C(=O)([O-])[O-].[Na+].[Na+], predict the reaction product. The product is: [C:17]([N:8]1[CH2:13][CH2:12][C:11](=[O:14])[C:10]([CH3:16])([CH3:15])[CH2:9]1)([O:23][C:24]([CH3:25])([CH3:26])[CH3:27])=[O:28].